This data is from Forward reaction prediction with 1.9M reactions from USPTO patents (1976-2016). The task is: Predict the product of the given reaction. Given the reactants [CH3:1][S:2][C:3]1[CH:8]=[CH:7][C:6]([NH:9][C:10](=[O:22])[CH2:11][C:12]([O:14]CC2C=CC=CC=2)=[O:13])=[CH:5][CH:4]=1.[OH-].[Na+], predict the reaction product. The product is: [CH3:1][S:2][C:3]1[CH:4]=[CH:5][C:6]([NH:9][C:10](=[O:22])[CH2:11][C:12]([OH:14])=[O:13])=[CH:7][CH:8]=1.